From a dataset of Full USPTO retrosynthesis dataset with 1.9M reactions from patents (1976-2016). Predict the reactants needed to synthesize the given product. (1) The reactants are: C([N:4]([CH2:8][CH3:9])[CH:5](C)C)(C)C.[F:10][C:11]1[CH:27]=[C:26]([C:28]2[CH:29]=[N:30][C:31]3[N:32]([C:34]([C:37]4([C:40]5[CH:41]=[C:42]6[C:47](=[CH:48][CH:49]=5)[N:46]=[CH:45][CH:44]=[CH:43]6)[CH2:39][CH2:38]4)=[CH:35][N:36]=3)[CH:33]=2)[CH:25]=[CH:24][C:12]=1[C:13]([NH:15][C@@H:16]([C:20]([CH3:23])([CH3:22])[CH3:21])[C:17]([OH:19])=O)=[O:14].Cl.N1CCC1.F[P-](F)(F)(F)(F)F.N1(O[P+](N(C)C)(N(C)C)N(C)C)C2C=CC=CC=2N=N1. Given the product [N:4]1([C:17]([C@@H:16]([NH:15][C:13](=[O:14])[C:12]2[CH:24]=[CH:25][C:26]([C:28]3[CH:29]=[N:30][C:31]4[N:32]([C:34]([C:37]5([C:40]6[CH:41]=[C:42]7[C:47](=[CH:48][CH:49]=6)[N:46]=[CH:45][CH:44]=[CH:43]7)[CH2:38][CH2:39]5)=[CH:35][N:36]=4)[CH:33]=3)=[CH:27][C:11]=2[F:10])[C:20]([CH3:23])([CH3:22])[CH3:21])=[O:19])[CH2:5][CH2:9][CH2:8]1, predict the reactants needed to synthesize it. (2) Given the product [F:51][C:52]1[CH:57]=[C:56]([F:58])[CH:55]=[CH:54][C:53]=1[CH:59]([NH:61][C:43]([NH:5][C:4]1[CH:6]=[CH:7][C:8]([O:9][C:10]2[C:19]3[C:14](=[CH:15][C:16]([O:22][CH2:23][CH2:24][CH2:25][N:26]4[CH2:31][CH2:30][O:29][CH2:28][CH2:27]4)=[C:17]([O:20][CH3:21])[CH:18]=3)[N:13]=[CH:12][CH:11]=2)=[C:2]([F:1])[CH:3]=1)=[O:49])[CH3:60], predict the reactants needed to synthesize it. The reactants are: [F:1][C:2]1[CH:3]=[C:4]([CH:6]=[CH:7][C:8]=1[O:9][C:10]1[C:19]2[C:14](=[CH:15][C:16]([O:22][CH2:23][CH2:24][CH2:25][N:26]3[CH2:31][CH2:30][O:29][CH2:28][CH2:27]3)=[C:17]([O:20][CH3:21])[CH:18]=2)[N:13]=[CH:12][CH:11]=1)[NH2:5].C(N(CC)CC)C.ClC(Cl)(O[C:43](=[O:49])OC(Cl)(Cl)Cl)Cl.[F:51][C:52]1[CH:57]=[C:56]([F:58])[CH:55]=[CH:54][C:53]=1[CH:59]([NH2:61])[CH3:60].